Dataset: Reaction yield outcomes from USPTO patents with 853,638 reactions. Task: Predict the reaction yield, written as a fraction of the theoretical maximum amount of product (1.0 means a 100% yield; for example, 0.34 means a 34% yield). (1) The reactants are [B:10]1([B:10]2[O:14][C:13]([CH3:16])([CH3:15])[C:12]([CH3:18])([CH3:17])[O:11]2)[O:14][C:13]([CH3:16])([CH3:15])[C:12]([CH3:18])([CH3:17])[O:11]1.C([O-])(=O)C.[K+].[CH:24]1([C:27]2[C:28]([N:47]([C:52]3[CH:57]=[CH:56][C:55](I)=[C:54]([CH3:59])[CH:53]=3)[S:48]([CH3:51])(=[O:50])=[O:49])=[CH:29][C:30]3[O:34][C:33]([C:35]4[CH:40]=[CH:39][C:38]([F:41])=[CH:37][CH:36]=4)=[C:32]([C:42]([NH:44][CH3:45])=[O:43])[C:31]=3[CH:46]=2)[CH2:26][CH2:25]1.O1CCOCC1. The catalyst is O. The product is [CH:24]1([C:27]2[C:28]([N:47]([C:52]3[CH:57]=[CH:56][C:55]([B:10]4[O:11][C:12]([CH3:17])([CH3:18])[C:13]([CH3:15])([CH3:16])[O:14]4)=[C:54]([CH3:59])[CH:53]=3)[S:48]([CH3:51])(=[O:50])=[O:49])=[CH:29][C:30]3[O:34][C:33]([C:35]4[CH:36]=[CH:37][C:38]([F:41])=[CH:39][CH:40]=4)=[C:32]([C:42]([NH:44][CH3:45])=[O:43])[C:31]=3[CH:46]=2)[CH2:26][CH2:25]1. The yield is 0.0500. (2) The reactants are [NH:1]1[CH2:6][CH2:5][CH2:4][CH:3]([CH2:7][OH:8])[CH2:2]1.C(N(CC)CC)C.[C:16]([Si:20]([CH3:23])([CH3:22])Cl)([CH3:19])([CH3:18])[CH3:17]. The catalyst is C(Cl)Cl. The product is [C:16]([Si:20]([CH3:23])([CH3:22])[O:8][CH2:7][CH:3]1[CH2:4][CH2:5][CH2:6][NH:1][CH2:2]1)([CH3:19])([CH3:18])[CH3:17]. The yield is 0.600. (3) The reactants are [OH2:1].[OH2:2].[C:3]1([CH3:13])[CH:8]=[CH:7][C:6](S(O)(=O)=O)=CC=1.[CH2:14]([OH:16])[CH3:15]. The catalyst is C1(C)C=CC=CC=1. The product is [O:1]=[C:3]([CH2:8][CH2:7][CH3:6])[C:13]([O:16][CH2:14][CH3:15])=[O:2]. The yield is 0.710. (4) The reactants are [F:1][C:2]1[CH:7]=[CH:6][C:5]([C:8]([NH:10][C:11]2([C:18]([O:20][CH3:21])=[O:19])[CH2:17][CH2:16][CH2:15][CH2:14][CH2:13][CH2:12]2)=[O:9])=[C:4]([N+:22]([O-])=O)[CH:3]=1. The catalyst is [Pd].C(O)C. The product is [NH2:22][C:4]1[CH:3]=[C:2]([F:1])[CH:7]=[CH:6][C:5]=1[C:8]([NH:10][C:11]1([C:18]([O:20][CH3:21])=[O:19])[CH2:17][CH2:16][CH2:15][CH2:14][CH2:13][CH2:12]1)=[O:9]. The yield is 0.940. (5) The reactants are [CH2:1]([O:8][CH2:9][CH2:10][CH:11]1[CH2:20][CH2:19][C:14]2(OCC[O:15]2)[CH2:13][CH2:12]1)[C:2]1[CH:7]=[CH:6][CH:5]=[CH:4][CH:3]=1.O.CC1C=CC(S(O)(=O)=O)=CC=1. The catalyst is CC(C)=O. The product is [CH2:1]([O:8][CH2:9][CH2:10][CH:11]1[CH2:12][CH2:13][C:14](=[O:15])[CH2:19][CH2:20]1)[C:2]1[CH:7]=[CH:6][CH:5]=[CH:4][CH:3]=1. The yield is 0.970. (6) The reactants are B(F)(F)F.CCOCC.[CH2:10]([SH:14])[CH2:11][CH2:12][SH:13].[F:15][C:16]1[CH:17]=[C:18]([CH:21]=[CH:22][CH:23]=1)[CH:19]=O.CCOC(C)=O.CCCCCC. The catalyst is C(Cl)Cl.CCCCCC. The product is [F:15][C:16]1[CH:17]=[C:18]([CH:19]2[S:14][CH2:10][CH2:11][CH2:12][S:13]2)[CH:21]=[CH:22][CH:23]=1. The yield is 0.970. (7) The product is [Br:1][CH2:2][C:3]([NH:14][CH2:6][CH2:7][CH2:8][CH2:9][CH2:10][CH2:11][CH2:12][CH3:13])=[O:4]. The reactants are [Br:1][CH2:2][C:3](Br)=[O:4].[CH2:6]([NH2:14])[CH2:7][CH2:8][CH2:9][CH2:10][CH2:11][CH2:12][CH3:13].O. The yield is 0.700. The catalyst is CCOCC. (8) The reactants are [NH2:1][C:2]1[CH:7]=[C:6]([F:8])[CH:5]=[CH:4][C:3]=1[SH:9].Br[CH2:11][C:12]1[CH:17]=[CH:16][CH:15]=[C:14]([N+:18]([O-:20])=[O:19])[CH:13]=1.C([O-])([O-])=O.[K+].[K+]. The catalyst is CN(C=O)C. The product is [F:8][C:6]1[CH:5]=[CH:4][C:3]([S:9][CH2:11][C:12]2[CH:17]=[CH:16][CH:15]=[C:14]([N+:18]([O-:20])=[O:19])[CH:13]=2)=[C:2]([CH:7]=1)[NH2:1]. The yield is 0.970. (9) The reactants are [NH2:1][C:2]1[C:7]2[CH2:8][N:9]([CH:12]([C:14]3[CH:15]=[N:16][C:17]([O:21][CH2:22][C:23]([F:26])([F:25])[F:24])=[C:18]([CH3:20])[CH:19]=3)[CH3:13])[C:10](=[O:11])[C:6]=2[CH:5]=[CH:4][N:3]=1.[Cl:27][CH2:28][C:29](Cl)=[O:30]. No catalyst specified. The product is [Cl:27][CH2:28][C:29]([NH:1][C:2]1[C:7]2[CH2:8][N:9]([CH:12]([C:14]3[CH:15]=[N:16][C:17]([O:21][CH2:22][C:23]([F:25])([F:26])[F:24])=[C:18]([CH3:20])[CH:19]=3)[CH3:13])[C:10](=[O:11])[C:6]=2[CH:5]=[CH:4][N:3]=1)=[O:30]. The yield is 0.960.